Predict the reactants needed to synthesize the given product. From a dataset of Full USPTO retrosynthesis dataset with 1.9M reactions from patents (1976-2016). (1) Given the product [CH3:1][N:2]1[CH:7]2[CH2:8][CH2:9][CH:3]1[CH2:4][N:5]([C:11]1[CH:16]=[CH:15][CH:14]=[C:13]([C:17]([F:20])([F:19])[F:18])[CH:12]=1)[CH2:6]2, predict the reactants needed to synthesize it. The reactants are: [CH3:1][N:2]1[CH:7]2[CH2:8][CH2:9][CH:3]1[CH2:4][NH:5][CH2:6]2.Br[C:11]1[CH:16]=[CH:15][CH:14]=[C:13]([C:17]([F:20])([F:19])[F:18])[CH:12]=1.CC(C)([O-])C.[Na+].C1(C)C=CC=CC=1. (2) Given the product [C:14]([O:13][C:11]([NH:10][C@H:9]([C:18]([O:20][CH3:21])=[O:19])[CH2:8][C:5]1[CH:4]=[CH:3][C:2]([B:22]2[O:26][C:25]([CH3:28])([CH3:27])[C:24]([CH3:30])([CH3:29])[O:23]2)=[CH:7][N:6]=1)=[O:12])([CH3:17])([CH3:16])[CH3:15], predict the reactants needed to synthesize it. The reactants are: Br[C:2]1[CH:3]=[CH:4][C:5]([CH2:8][C@@H:9]([C:18]([O:20][CH3:21])=[O:19])[NH:10][C:11]([O:13][C:14]([CH3:17])([CH3:16])[CH3:15])=[O:12])=[N:6][CH:7]=1.[B:22]1([B:22]2[O:26][C:25]([CH3:28])([CH3:27])[C:24]([CH3:30])([CH3:29])[O:23]2)[O:26][C:25]([CH3:28])([CH3:27])[C:24]([CH3:30])([CH3:29])[O:23]1.C([O-])(=O)C.[K+].